This data is from Forward reaction prediction with 1.9M reactions from USPTO patents (1976-2016). The task is: Predict the product of the given reaction. (1) Given the reactants [C:1]([O:5][C:6]([N:8]1[CH2:13][CH2:12][CH:11]([CH2:14][NH:15][S:16]([C:19]2[C:24]([Cl:25])=[CH:23][CH:22]=[C:21]([N+:26]([O-])=O)[C:20]=2[OH:29])(=[O:18])=[O:17])[CH2:10][CH2:9]1)=[O:7])([CH3:4])([CH3:3])[CH3:2].[H][H], predict the reaction product. The product is: [C:1]([O:5][C:6]([N:8]1[CH2:13][CH2:12][CH:11]([CH2:14][NH:15][S:16]([C:19]2[C:24]([Cl:25])=[CH:23][CH:22]=[C:21]([NH2:26])[C:20]=2[OH:29])(=[O:17])=[O:18])[CH2:10][CH2:9]1)=[O:7])([CH3:4])([CH3:2])[CH3:3]. (2) Given the reactants [Br:1][C:2]1[C:11]([OH:12])=[CH:10][CH:9]=[C:8]2[C:3]=1[CH:4]=[CH:5][C:6]([C:13]1[O:14][C:15]3[CH:27]=[CH:26][CH:25]=[CH:24][C:16]=3[C:17]=1[C:18](=[O:23])[CH2:19][CH2:20][CH2:21][CH3:22])=[CH:7]2.C(=O)([O-])[O-].[Cs+].[Cs+].Br[CH2:35][C:36]#[N:37].O, predict the reaction product. The product is: [Br:1][C:2]1[C:3]2[C:8](=[CH:7][C:6]([C:13]3[O:14][C:15]4[CH:27]=[CH:26][CH:25]=[CH:24][C:16]=4[C:17]=3[C:18](=[O:23])[CH2:19][CH2:20][CH2:21][CH3:22])=[CH:5][CH:4]=2)[CH:9]=[CH:10][C:11]=1[O:12][CH2:35][C:36]#[N:37]. (3) Given the reactants [CH:1]1([N:6]2[C:14]3[CH:13]=[C:12]([CH:15]=[CH2:16])[CH:11]=[C:10]([C:17]([NH:19][CH2:20][C:21]4[C:22](=[O:29])[NH:23][C:24]([CH3:28])=[CH:25][C:26]=4[CH3:27])=[O:18])[C:9]=3[CH:8]=[N:7]2)[CH2:5][CH2:4][CH2:3][CH2:2]1.C[N+]1([O-])CC[O:34]CC1.[OH2:38], predict the reaction product. The product is: [CH:1]1([N:6]2[C:14]3[CH:13]=[C:12]([CH:15]([OH:34])[CH2:16][OH:38])[CH:11]=[C:10]([C:17]([NH:19][CH2:20][C:21]4[C:22](=[O:29])[NH:23][C:24]([CH3:28])=[CH:25][C:26]=4[CH3:27])=[O:18])[C:9]=3[CH:8]=[N:7]2)[CH2:5][CH2:4][CH2:3][CH2:2]1. (4) Given the reactants [Si:1]([O:8][CH2:9][C:10]1([C:33]#[N:34])[CH2:14][N:13]([C:15]2[CH:16]=[N:17][N:18]3[CH2:23][C@H:22]([CH3:24])[N:21]([C:25](OC(C)(C)C)=[O:26])[CH2:20][C:19]=23)[C:12](=[O:32])[CH2:11]1)([C:4]([CH3:7])([CH3:6])[CH3:5])([CH3:3])[CH3:2].FC(F)(F)C(O)=O.CCN(C(C)C)C(C)C.[F:51][C:52]1[CH:53]=[C:54]([NH:60]C(=O)OC2C=CC=CC=2)[CH:55]=[C:56]([F:59])[C:57]=1[F:58], predict the reaction product. The product is: [Si:1]([O:8][CH2:9][C:10]1([C:33]#[N:34])[CH2:14][N:13]([C:15]2[CH:16]=[N:17][N:18]3[CH2:23][C@H:22]([CH3:24])[N:21]([C:25]([NH:60][C:54]4[CH:53]=[C:52]([F:51])[C:57]([F:58])=[C:56]([F:59])[CH:55]=4)=[O:26])[CH2:20][C:19]=23)[C:12](=[O:32])[CH2:11]1)([C:4]([CH3:5])([CH3:6])[CH3:7])([CH3:2])[CH3:3]. (5) Given the reactants Cl[C:2]1[C:11]([F:12])=[CH:10][C:9]2[C:4](=[CH:5][C:6]([O:13][CH3:14])=[CH:7][CH:8]=2)[N:3]=1.[CH3:15][Mg]Br.[Cl-].[NH4+].[OH-].[Na+], predict the reaction product. The product is: [F:12][C:11]1[C:2]([CH3:15])=[N:3][C:4]2[C:9]([CH:10]=1)=[CH:8][CH:7]=[C:6]([O:13][CH3:14])[CH:5]=2. (6) Given the reactants [CH2:1]([OH:12])[C@@H:2](O)[C@H:3]([OH:10])[C@H:4]([OH:9])[C@@H:5]([OH:8])[CH2:6]O.Br, predict the reaction product. The product is: [CH2:6]1[O:8][C@H:5]1[C@H:4]([OH:9])[C@H:3]([OH:10])[C@H:2]1[O:12][CH2:1]1. (7) Given the reactants [N:1]1([CH2:6][C:7]2[CH:8]=[C:9](Br)[C:10]([O:13][CH:14](F)F)=[N:11][CH:12]=2)[CH:5]=[N:4][CH:3]=[N:2]1.[CH3:18][O:19][C:20]1[N:25]=[C:24](B(O)O)[CH:23]=[CH:22][CH:21]=1.C1C=CC=CC=1.C([O-])([O-])=O.[Na+].[Na+], predict the reaction product. The product is: [CH3:14][O:13][C:10]1[C:9]([C:24]2[CH:23]=[CH:22][CH:21]=[C:20]([O:19][CH3:18])[N:25]=2)=[CH:8][C:7]([CH2:6][N:1]2[CH:5]=[N:4][CH:3]=[N:2]2)=[CH:12][N:11]=1. (8) Given the reactants [CH3:1][O:2][C:3](=[O:15])[CH2:4][C:5]1[CH:10]=[C:9]([OH:11])[CH:8]=[C:7]([O:12][CH2:13][CH3:14])[CH:6]=1.O1CCOCC1.C(=O)([O-])[O-].[Cs+].[Cs+].Br[C:29]1[CH:30]=[C:31]([C:35]2[CH:40]=[CH:39][C:38]([C:41]([F:44])([F:43])[F:42])=[CH:37][CH:36]=2)[CH:32]=[CH:33][CH:34]=1.CN(CC(O)=O)C.[Cl-].[NH4+].[OH-].[NH4+], predict the reaction product. The product is: [CH3:1][O:2][C:3](=[O:15])[CH2:4][C:5]1[CH:10]=[C:9]([O:11][C:29]2[CH:30]=[C:31]([C:35]3[CH:40]=[CH:39][C:38]([C:41]([F:44])([F:43])[F:42])=[CH:37][CH:36]=3)[CH:32]=[CH:33][CH:34]=2)[CH:8]=[C:7]([O:12][CH2:13][CH3:14])[CH:6]=1. (9) Given the reactants [C:1]([O:5][C:6](=[O:15])[CH2:7][CH2:8][C:9](N(OC)C)=[O:10])([CH3:4])([CH3:3])[CH3:2].C1COCC1.[H-].C([Al+]CC(C)C)C(C)C.[Cl-].[NH4+], predict the reaction product. The product is: [O:10]=[CH:9][CH2:8][CH2:7][C:6]([O:5][C:1]([CH3:4])([CH3:3])[CH3:2])=[O:15]. (10) The product is: [CH3:25][C:26]1[N:30]=[C:29]([C@H:31]([NH:33][C:16]([C:12]2[CH:11]=[C:10]3[C:15]([C:7]([N:1]4[CH2:2][CH2:3][O:4][CH2:5][CH2:6]4)=[N:8][N:9]3[C:19]3[CH:23]=[CH:22][S:21][CH:20]=3)=[CH:14][CH:13]=2)=[O:18])[CH3:32])[O:28][N:27]=1. Given the reactants [N:1]1([C:7]2[C:15]3[C:10](=[CH:11][C:12]([C:16]([OH:18])=O)=[CH:13][CH:14]=3)[N:9]([C:19]3[CH:23]=[CH:22][S:21][CH:20]=3)[N:8]=2)[CH2:6][CH2:5][O:4][CH2:3][CH2:2]1.Cl.[CH3:25][C:26]1[N:30]=[C:29]([C@H:31]([NH2:33])[CH3:32])[O:28][N:27]=1.CN1CCOCC1.ON1C2N=CC=CC=2N=N1, predict the reaction product.